This data is from Full USPTO retrosynthesis dataset with 1.9M reactions from patents (1976-2016). The task is: Predict the reactants needed to synthesize the given product. (1) Given the product [O:19]1[CH2:20][CH2:21][O:22][CH:18]1[C:14]1[O:13][C:17]([CH:28]([C:27]2[CH:30]=[CH:31][C:24]([F:23])=[CH:25][CH:26]=2)[OH:29])=[CH:16][CH:15]=1, predict the reactants needed to synthesize it. The reactants are: C([Li])CCC.C(NC(C)C)(C)C.[O:13]1[CH:17]=[CH:16][CH:15]=[C:14]1[CH:18]1[O:22][CH2:21][CH2:20][O:19]1.[F:23][C:24]1[CH:31]=[CH:30][C:27]([CH:28]=[O:29])=[CH:26][CH:25]=1. (2) Given the product [NH2:19][C@H:16]1[CH2:17][CH2:18][N:14]([C@H:6]2[CH2:7][CH2:8][C@@H:9]([N:11]([CH3:13])[CH3:12])[CH2:10][C@H:5]2[NH:4][C:1](=[O:3])[CH3:2])[C:15]1=[O:30], predict the reactants needed to synthesize it. The reactants are: [C:1]([NH:4][C@@H:5]1[CH2:10][C@H:9]([N:11]([CH3:13])[CH3:12])[CH2:8][CH2:7][C@@H:6]1[N:14]1[CH2:18][CH2:17][C@H:16]([NH:19]C(=O)OCC2C=CC=CC=2)[C:15]1=[O:30])(=[O:3])[CH3:2]. (3) Given the product [Cl:20][C:21]1[CH:22]=[C:23]([C:2]2[CH:7]=[C:6]([F:8])[C:5]([F:9])=[CH:4][C:3]=2[C:10]2[CH:15]=[CH:14][C:13]([S:16]([CH3:19])(=[O:18])=[O:17])=[CH:12][CH:11]=2)[CH:24]=[CH:25][C:26]=1[CH3:27], predict the reactants needed to synthesize it. The reactants are: Br[C:2]1[CH:7]=[C:6]([F:8])[C:5]([F:9])=[CH:4][C:3]=1[C:10]1[CH:15]=[CH:14][C:13]([S:16]([CH3:19])(=[O:18])=[O:17])=[CH:12][CH:11]=1.[Cl:20][C:21]1[CH:22]=[C:23](B(O)O)[CH:24]=[CH:25][C:26]=1[CH3:27]. (4) Given the product [I:24][C:12]1[CH:13]=[C:14]([CH2:18][CH2:19][C:20]([O:22][CH3:23])=[O:21])[CH:15]=[C:16]([I:17])[C:11]=1[O:10][C:9]1[CH:25]=[CH:26][C:27]([O:28][CH3:29])=[C:7]([CH:8]=1)[C:5]([OH:31])=[O:6], predict the reactants needed to synthesize it. The reactants are: Cl([O-])=O.[Na+].[CH:5]([C:7]1[CH:8]=[C:9]([CH:25]=[CH:26][C:27]=1[O:28][CH3:29])[O:10][C:11]1[C:16]([I:17])=[CH:15][C:14]([CH2:18][CH2:19][C:20]([O:22][CH3:23])=[O:21])=[CH:13][C:12]=1[I:24])=[O:6].P([O-])(O)(O)=[O:31].[Na+].CC(=CC)C.Cl.